Dataset: Reaction yield outcomes from USPTO patents with 853,638 reactions. Task: Predict the reaction yield, written as a fraction of the theoretical maximum amount of product (1.0 means a 100% yield; for example, 0.34 means a 34% yield). (1) The product is [C:1]1([CH2:7][CH2:8][CH2:9][CH2:10][CH2:11][CH2:12][CH2:13][CH2:14][NH:15][C:24](=[O:23])[C:25]2[CH:26]=[C:27]([C:42]3[CH:47]=[CH:46][CH:45]=[C:44]([Cl:48])[CH:43]=3)[C:28]([O:38][CH2:39][CH2:40][OH:41])=[C:29]([C:31]3[CH:36]=[CH:35][CH:34]=[C:33]([Cl:37])[CH:32]=3)[CH:30]=2)[CH:6]=[CH:5][CH:4]=[CH:3][CH:2]=1. The reactants are [C:1]1([CH2:7][CH2:8][CH2:9][CH2:10][CH2:11][CH2:12][CH2:13][CH2:14][NH2:15])[CH:6]=[CH:5][CH:4]=[CH:3][CH:2]=1.[Li]CCCC.C([O:23][C:24](=O)[C:25]1[CH:30]=[C:29]([C:31]2[CH:36]=[CH:35][CH:34]=[C:33]([Cl:37])[CH:32]=2)[C:28]([O:38][CH2:39][CH2:40][OH:41])=[C:27]([C:42]2[CH:47]=[CH:46][CH:45]=[C:44]([Cl:48])[CH:43]=2)[CH:26]=1)C. The catalyst is C1COCC1. The yield is 0.650. (2) The reactants are Br[C:2]1[C:3]([O:10][CH3:11])=[N:4][CH:5]=[C:6]([Cl:9])[C:7]=1[CH3:8].[CH3:12][O:13][C:14]1[C:19]([O:20][CH3:21])=[C:18]([O:22][CH3:23])[CH:17]=[C:16]([CH3:24])[C:15]=1B(O)O.[C:28](=O)([O-])[O-:29].[K+].[K+].C1(P(C2CCCCC2)C2CCCCC2)CCCCC1.[C]=O. The catalyst is [Pd](Cl)Cl.O1CCCC1. The product is [CH3:12][O:13][C:14]1[C:19]([O:20][CH3:21])=[C:18]([O:22][CH3:23])[CH:17]=[C:16]([CH3:24])[C:15]=1[C:28]([C:2]1[C:3]([O:10][CH3:11])=[N:4][CH:5]=[C:6]([Cl:9])[C:7]=1[CH3:8])=[O:29]. The yield is 0.200. (3) The product is [C:16]([C:18]1[N:22]([CH3:23])[C:21]([C:2]2[CH:7]=[CH:6][C:5]([S:8]([NH2:11])(=[O:10])=[O:9])=[C:4]([C:12]([F:15])([F:14])[F:13])[CH:3]=2)=[CH:20][CH:19]=1)#[N:17]. The catalyst is C1C=CC(/C=C/C(/C=C/C2C=CC=CC=2)=O)=CC=1.C1C=CC(/C=C/C(/C=C/C2C=CC=CC=2)=O)=CC=1.C1C=CC(/C=C/C(/C=C/C2C=CC=CC=2)=O)=CC=1.[Pd].[Pd]. The yield is 0.180. The reactants are Br[C:2]1[CH:7]=[CH:6][C:5]([S:8]([NH2:11])(=[O:10])=[O:9])=[C:4]([C:12]([F:15])([F:14])[F:13])[CH:3]=1.[C:16]([C:18]1[N:22]([CH3:23])[C:21](B(O)O)=[CH:20][CH:19]=1)#[N:17].[F-].[K+].C(P(C(C)(C)C)C(C)(C)C)(C)(C)C.